This data is from Reaction yield outcomes from USPTO patents with 853,638 reactions. The task is: Predict the reaction yield, written as a fraction of the theoretical maximum amount of product (1.0 means a 100% yield; for example, 0.34 means a 34% yield). (1) The reactants are [C:1]([O:4][C:5]1[CH:13]=[CH:12][C:11]([Br:14])=[CH:10][C:6]=1[C:7]([OH:9])=O)(=[O:3])[CH3:2].[NH2:15][C:16]1[S:17][CH:18]=[C:19]([C:21]([CH3:24])([CH3:23])[CH3:22])[N:20]=1. No catalyst specified. The product is [C:1]([O:4][C:5]1[CH:13]=[CH:12][C:11]([Br:14])=[CH:10][C:6]=1[C:7]([NH:15][C:16]1[S:17][CH:18]=[C:19]([C:21]([CH3:24])([CH3:23])[CH3:22])[N:20]=1)=[O:9])(=[O:3])[CH3:2]. The yield is 0.594. (2) The reactants are Br[CH2:2][C:3]([C:5]1[CH:10]=[CH:9][CH:8]=[CH:7][CH:6]=1)=O.[NH2:11][C:12]([NH2:14])=[S:13]. The product is [C:5]1([C:3]2[N:11]=[C:12]([NH2:14])[S:13][CH:2]=2)[CH:10]=[CH:9][CH:8]=[CH:7][CH:6]=1. The catalyst is CO. The yield is 0.953. (3) The reactants are [CH3:1][C@:2]12[C@@:19]3([CH3:20])[C@@H:10]([C@:11]4([CH3:32])[C@@H:16]([CH2:17][CH2:18]3)[C:15]([CH3:22])([CH3:21])[C:14]([C:23]3[CH:31]=[CH:30][C:26]([C:27]([OH:29])=[O:28])=[CH:25][CH:24]=3)=[CH:13][CH2:12]4)[CH2:9][CH2:8][C@@H:7]1[C@H:6]1[C@H:33]([C:36]([CH3:38])=[CH2:37])[CH2:34][CH2:35][C@:5]1([NH:39][CH2:40][CH2:41][NH:42][C:43]1[N:44]=N[C:46]([CH3:49])=[CH:47][CH:48]=1)[CH2:4][CH2:3]2.BrC1C=CC=[C:53]([S:57]C)N=1.C(O)(C(F)(F)F)=O. No catalyst specified. The product is [CH3:1][C@:2]12[C@@:19]3([CH3:20])[C@@H:10]([C@:11]4([CH3:32])[C@@H:16]([CH2:17][CH2:18]3)[C:15]([CH3:21])([CH3:22])[C:14]([C:23]3[CH:31]=[CH:30][C:26]([C:27]([OH:29])=[O:28])=[CH:25][CH:24]=3)=[CH:13][CH2:12]4)[CH2:9][CH2:8][C@@H:7]1[C@H:6]1[C@H:33]([C:36]([CH3:38])=[CH2:37])[CH2:34][CH2:35][C@:5]1([NH:39][CH2:40][CH2:41][NH:42][C:43]1[CH:48]=[CH:47][CH:46]=[C:49]([S:57][CH3:53])[N:44]=1)[CH2:4][CH2:3]2. The yield is 0.120. (4) The reactants are [Cl:1][C:2]1[CH:7]=[CH:6][C:5]([CH3:8])=[CH:4][C:3]=1[OH:9].CI.[C:12]([O-])([O-])=O.[K+].[K+]. The catalyst is CC#N. The product is [Cl:1][C:2]1[CH:7]=[CH:6][C:5]([CH3:8])=[CH:4][C:3]=1[O:9][CH3:12]. The yield is 0.890. (5) The catalyst is C(#N)C.C1C=CC([P]([Pd]([P](C2C=CC=CC=2)(C2C=CC=CC=2)C2C=CC=CC=2)([P](C2C=CC=CC=2)(C2C=CC=CC=2)C2C=CC=CC=2)[P](C2C=CC=CC=2)(C2C=CC=CC=2)C2C=CC=CC=2)(C2C=CC=CC=2)C2C=CC=CC=2)=CC=1. The reactants are CO[C:3]([C:5]1[CH:10]=[CH:9][C:8](B(O)O)=[CH:7][CH:6]=1)=O.[NH2:14][C:15]1[CH2:16][C:17]([C:27]([N:29]([CH2:33][CH2:34][CH3:35])[CH2:30][CH2:31][CH3:32])=[O:28])=[CH:18][C:19]2[CH:25]=[CH:24]C(Br)=[CH:22][C:20]=2[N:21]=1.C(=O)([O-])[O-:37].[K+].[K+].[CH3:42][CH2:43][O:44][C:45]([CH3:47])=[O:46]. The yield is 0.210. The product is [NH2:14][C:15]1[CH2:16][C:17]([C:27](=[O:28])[N:29]([CH2:30][CH2:31][CH3:32])[CH2:33][CH2:34][CH3:35])=[CH:18][C:19]2[CH:25]=[CH:24][C:3]([C:5]3[CH:6]=[CH:7][C:8]([O:37][CH2:47][C:45]([O:44][CH2:43][CH3:42])=[O:46])=[CH:9][CH:10]=3)=[CH:22][C:20]=2[N:21]=1. (6) The reactants are [CH3:1][O:2][C:3]([C:5]1[N:6]([CH3:21])[N:7]=[C:8]([NH:10]C(OCC2C=CC=CC=2)=O)[CH:9]=1)=[O:4]. The catalyst is [Pd].CO. The product is [CH3:1][O:2][C:3]([C:5]1[N:6]([CH3:21])[N:7]=[C:8]([NH2:10])[CH:9]=1)=[O:4]. The yield is 0.980. (7) The reactants are [N:1]1[CH:6]=[CH:5][C:4]([CH2:7][CH2:8][C:9](=O)[CH3:10])=[CH:3][CH:2]=1.C(=O)([O-])[O-].[Na+].[Na+].Cl.[NH2:19][OH:20].C(=O)([O-])O.[Na+]. The catalyst is C(OCC)(=O)C.O1CCCC1.O. The product is [N:1]1[CH:6]=[CH:5][C:4]([CH2:7][CH2:8][C:9](=[N:19][OH:20])[CH3:10])=[CH:3][CH:2]=1. The yield is 0.900.